From a dataset of Peptide-MHC class I binding affinity with 185,985 pairs from IEDB/IMGT. Regression. Given a peptide amino acid sequence and an MHC pseudo amino acid sequence, predict their binding affinity value. This is MHC class I binding data. (1) The peptide sequence is WEAWWTEY. The MHC is HLA-B44:02 with pseudo-sequence HLA-B44:02. The binding affinity (normalized) is 0.0944. (2) The peptide sequence is SSEQTFMYY. The MHC is HLA-B15:01 with pseudo-sequence HLA-B15:01. The binding affinity (normalized) is 0.329. (3) The peptide sequence is LANETTQAL. The MHC is HLA-A25:01 with pseudo-sequence HLA-A25:01. The binding affinity (normalized) is 0.0847.